From a dataset of Catalyst prediction with 721,799 reactions and 888 catalyst types from USPTO. Predict which catalyst facilitates the given reaction. (1) Reactant: C(OC(=O)[NH:7][C@H:8]1[CH2:13][CH2:12][CH2:11][CH2:10][C@H:9]1[NH:14][C:15]1[N:16]=[CH:17][C:18]2[C:24]([CH:25]([F:27])[F:26])=[N:23][CH:22]=[C:21]([C:28]3[C:36]4[C:31](=[CH:32][C:33]([C:37]#[N:38])=[CH:34][CH:35]=4)[NH:30][CH:29]=3)[C:19]=2[N:20]=1)(C)(C)C.FC(F)(F)C(O)=O.C([O-])(O)=O.[Na+]. Product: [NH2:7][C@H:8]1[CH2:13][CH2:12][CH2:11][CH2:10][C@H:9]1[NH:14][C:15]1[N:16]=[CH:17][C:18]2[C:24]([CH:25]([F:27])[F:26])=[N:23][CH:22]=[C:21]([C:28]3[C:36]4[C:31](=[CH:32][C:33]([C:37]#[N:38])=[CH:34][CH:35]=4)[NH:30][CH:29]=3)[C:19]=2[N:20]=1. The catalyst class is: 2. (2) Reactant: BrN1C(=[O:7])CCC1=O.[Cl:9][C:10]1[CH:11]=[C:12]2[C:16](=[CH:17][CH:18]=1)[N:15]([CH2:19][C:20]([OH:22])=[O:21])[C:14]([CH3:23])=[C:13]2[C:24]1[C:33]2[C:28](=[CH:29][C:30]([Cl:34])=[CH:31][CH:32]=2)[N:27]=[CH:26][CH:25]=1. Product: [Cl:9][C:10]1[CH:11]=[C:12]2[C:16](=[CH:17][CH:18]=1)[N:15]([CH2:19][C:20]([OH:22])=[O:21])[C:14]([CH2:23][OH:7])=[C:13]2[C:24]1[C:33]2[C:28](=[CH:29][C:30]([Cl:34])=[CH:31][CH:32]=2)[N:27]=[CH:26][CH:25]=1. The catalyst class is: 18. (3) Reactant: [Cl:1][C:2]1[C:7]([N:8]2C(=O)C3C(=CC=CC=3)C2=O)=[CH:6][C:5]([S:19](Cl)(=[O:21])=[O:20])=[C:4]([O:23][CH3:24])[CH:3]=1.[NH2:25][C:26]([C:29]1[CH:34]=[CH:33][CH:32]=[CH:31][CH:30]=1)([CH3:28])[CH3:27].[CH2:35](N(CC)CC)C.Cl. Product: [NH2:8][C:7]1[C:2]([Cl:1])=[CH:3][C:4]([O:23][CH3:24])=[C:5]([S:19]([N:25]([CH3:35])[C:26]([CH3:28])([C:29]2[CH:34]=[CH:33][CH:32]=[CH:31][CH:30]=2)[CH3:27])(=[O:20])=[O:21])[CH:6]=1. The catalyst class is: 172. (4) Reactant: [Br:1][C:2]1[CH:3]=[C:4]2[C:15](=[CH:16][CH:17]=1)[O:14][C:7]1([CH2:12][CH2:11][N:10]([CH3:13])[CH2:9][CH2:8]1)[CH2:6][C:5]2([CH3:19])O.CC1C=CC(S(O)(=O)=O)=CC=1.O. Product: [Br:1][C:2]1[CH:3]=[C:4]2[C:15](=[CH:16][CH:17]=1)[O:14][C:7]1([CH2:12][CH2:11][N:10]([CH3:13])[CH2:9][CH2:8]1)[CH:6]=[C:5]2[CH3:19]. The catalyst class is: 2. (5) Reactant: [CH:1]1([CH:4]([C:13]2[CH:18]=[CH:17][CH:16]=[CH:15][CH:14]=2)[CH2:5][C:6]2[CH:11]=[CH:10][N:9]=[C:8]([NH2:12])[CH:7]=2)[CH2:3][CH2:2]1.[C:19]([N:27]=C=O)(=[O:26])C1C=CC=CC=1.C(O)C.C(=O)([O-])[O-].[K+].[K+]. Product: [CH:1]1([CH:4]([C:13]2[CH:18]=[CH:17][CH:16]=[CH:15][CH:14]=2)[CH2:5][C:6]2[CH:11]=[CH:10][N:9]=[C:8]([NH:12][C:19]([NH2:27])=[O:26])[CH:7]=2)[CH2:3][CH2:2]1. The catalyst class is: 2. (6) Reactant: [NH2:1][C:2]1[CH:11]=[C:10]2[C:5]([C:6]([NH:12][C:13]3[CH:18]=[CH:17][CH:16]=[C:15]([Br:19])[CH:14]=3)=[N:7][CH:8]=[N:9]2)=[CH:4][CH:3]=1.[C:20](Cl)(=[O:24])/[CH:21]=[CH:22]/[CH3:23]. Product: [Br:19][C:15]1[CH:14]=[C:13]([NH:12][C:6]2[C:5]3[C:10](=[CH:11][C:2]([NH:1][C:20](=[O:24])[CH:21]=[CH:22][CH3:23])=[CH:3][CH:4]=3)[N:9]=[CH:8][N:7]=2)[CH:18]=[CH:17][CH:16]=1. The catalyst class is: 7. (7) Reactant: Cl[C:2]1[CH:3]=[C:4]([CH:29]=[CH:30][N:31]=1)[C:5]([NH:7][C:8]1[N:9]=[N:10][C:11]([N:14]2[C:18]([C:19]([F:22])([F:21])[F:20])=[CH:17][C:16]([C:23]3[CH:24]=[N:25][CH:26]=[CH:27][CH:28]=3)=[N:15]2)=[CH:12][CH:13]=1)=[O:6].[C:32]1(B(O)O)[CH:37]=[CH:36][CH:35]=[CH:34][CH:33]=1.C(=O)([O-])[O-].[Cs+].[Cs+]. Product: [C:32]1([C:2]2[CH:3]=[C:4]([CH:29]=[CH:30][N:31]=2)[C:5]([NH:7][C:8]2[N:9]=[N:10][C:11]([N:14]3[C:18]([C:19]([F:20])([F:22])[F:21])=[CH:17][C:16]([C:23]4[CH:24]=[N:25][CH:26]=[CH:27][CH:28]=4)=[N:15]3)=[CH:12][CH:13]=2)=[O:6])[CH:37]=[CH:36][CH:35]=[CH:34][CH:33]=1. The catalyst class is: 427.